This data is from Catalyst prediction with 721,799 reactions and 888 catalyst types from USPTO. The task is: Predict which catalyst facilitates the given reaction. Reactant: Cl[C:2]1[N:7]=[C:6]([Cl:8])[N:5]=[CH:4][N:3]=1.[NH2:9][C:10]1[CH:15]=[CH:14][C:13]([C@H:16]2[CH2:20][CH2:19][CH2:18][N:17]2[C:21]([O:23][C:24]([CH3:27])([CH3:26])[CH3:25])=[O:22])=[CH:12][CH:11]=1.O. Product: [Cl:8][C:6]1[N:5]=[CH:4][N:3]=[C:2]([NH:9][C:10]2[CH:11]=[CH:12][C:13]([C@H:16]3[CH2:20][CH2:19][CH2:18][N:17]3[C:21]([O:23][C:24]([CH3:27])([CH3:26])[CH3:25])=[O:22])=[CH:14][CH:15]=2)[N:7]=1. The catalyst class is: 3.